Dataset: Catalyst prediction with 721,799 reactions and 888 catalyst types from USPTO. Task: Predict which catalyst facilitates the given reaction. Reactant: [OH:1][C:2]1[CH:7]=[CH:6][C:5]([CH2:8][CH2:9][C:10]2[CH:11]=[CH:12][C:13]3[O:17][C:16]([CH:18]([NH:20][C:21](=[O:23])[CH3:22])[CH3:19])=[CH:15][C:14]=3[CH:24]=2)=[CH:4][CH:3]=1.Br[CH2:26][CH2:27][CH3:28].C(=O)([O-])[O-].[K+].[K+].O. Product: [CH2:26]([O:1][C:2]1[CH:7]=[CH:6][C:5]([CH2:8][CH2:9][C:10]2[CH:11]=[CH:12][C:13]3[O:17][C:16]([CH:18]([NH:20][C:21](=[O:23])[CH3:22])[CH3:19])=[CH:15][C:14]=3[CH:24]=2)=[CH:4][CH:3]=1)[CH2:27][CH3:28]. The catalyst class is: 3.